This data is from Forward reaction prediction with 1.9M reactions from USPTO patents (1976-2016). The task is: Predict the product of the given reaction. (1) The product is: [Cl:1][C:2]1[CH:3]=[CH:4][C:5]([CH2:6][C:7]2[N:8]=[C:9]([C:17]3[CH:22]=[CH:21][N:20]=[CH:19][CH:18]=3)[S:10][C:11]=2[C:12]([OH:14])=[O:13])=[CH:23][CH:24]=1. Given the reactants [Cl:1][C:2]1[CH:24]=[CH:23][C:5]([CH2:6][C:7]2[N:8]=[C:9]([C:17]3[CH:22]=[CH:21][N:20]=[CH:19][CH:18]=3)[S:10][C:11]=2[C:12]([O:14]CC)=[O:13])=[CH:4][CH:3]=1.[Li+].[OH-].Cl, predict the reaction product. (2) Given the reactants [Cl:1][C:2]1[CH:3]=[CH:4][C:5]([O:15][CH3:16])=[C:6]([C:8]2[N:12]([CH3:13])[N:11]=[CH:10][C:9]=2[NH2:14])[CH:7]=1.[N:17]1[N:21]2[CH:22]=[CH:23][CH:24]=[N:25][C:20]2=[C:19]([C:26](O)=[O:27])[CH:18]=1.F[P-](F)(F)(F)(F)F.N1(O[P+](N2CCCC2)(N2CCCC2)N2CCCC2)C2N=CC=CC=2N=N1.C(N(CC)C(C)C)(C)C, predict the reaction product. The product is: [Cl:1][C:2]1[CH:3]=[CH:4][C:5]([O:15][CH3:16])=[C:6]([C:8]2[N:12]([CH3:13])[N:11]=[CH:10][C:9]=2[NH:14][C:26]([C:19]2[CH:18]=[N:17][N:21]3[CH:22]=[CH:23][CH:24]=[N:25][C:20]=23)=[O:27])[CH:7]=1. (3) Given the reactants [CH:1]([S:4](Cl)(=[O:6])=[O:5])([CH3:3])[CH3:2].C1CCN2C(=NCCC2)CC1.[NH2:19][CH2:20][CH2:21][O:22][C:23]1[CH:28]=[CH:27][C:26]([C:29]2[CH:30]([NH:34][S:35]([CH:38]([CH3:40])[CH3:39])(=[O:37])=[O:36])[CH2:31][CH2:32][CH:33]=2)=[CH:25][CH:24]=1, predict the reaction product. The product is: [CH3:39][CH:38]([S:35]([NH:34][CH:30]1[CH2:31][CH2:32][CH:33]=[C:29]1[C:26]1[CH:25]=[CH:24][C:23]([O:22][CH2:21][CH2:20][NH:19][S:4]([CH:1]([CH3:3])[CH3:2])(=[O:6])=[O:5])=[CH:28][CH:27]=1)(=[O:37])=[O:36])[CH3:40]. (4) The product is: [Br:1][C:2]1[CH:3]=[C:4]([O:15][CH3:16])[C:5]2[N:6]([N:8]=[CH:9][CH:10]=2)[CH:7]=1. Given the reactants [Br:1][C:2]1[CH:3]=[C:4]([O:15][CH3:16])[C:5]2[N:6]([N:8]=[CH:9][C:10]=2C(OC)=O)[CH:7]=1.BrC1C2N(N=CC=2C(OC)=O)C=C(OC)C=1.Br.[OH-].[Na+], predict the reaction product. (5) Given the reactants [Br:1][C:2]1[CH:11]=[CH:10][C:9]2[O:8][C@H:7]3[CH2:12][CH2:13][O:14][CH2:15][C@@H:6]3[C:5](=O)[C:4]=2[CH:3]=1.[C-]#N.[K+].[C:20](=[O:23])([O-])[O-].[NH4+:24].[NH4+:25].OS([O-])=O.[Na+].C[CH2:32][OH:33], predict the reaction product. The product is: [Br:1][C:2]1[CH:11]=[CH:10][C:9]2[O:8][C@H:7]3[CH2:12][CH2:13][O:14][CH2:15][C@@H:6]3[C@@:5]3([C:32](=[O:33])[NH:25][C:20](=[O:23])[NH:24]3)[C:4]=2[CH:3]=1. (6) Given the reactants [Br:1][C:2]1[CH:7]=[CH:6][C:5]([N+:8]([O-:10])=[O:9])=[C:4](F)[CH:3]=1.[NH2:12][C@@H:13]([CH2:17][CH3:18])[C:14]([OH:16])=[O:15].FC1C=CC(N[C@H](CC)C(O)=O)=C([N+]([O-])=O)C=1, predict the reaction product. The product is: [Br:1][C:2]1[CH:7]=[CH:6][C:5]([N+:8]([O-:10])=[O:9])=[C:4]([NH:12][C@@H:13]([CH2:17][CH3:18])[C:14]([OH:16])=[O:15])[CH:3]=1.